Dataset: Forward reaction prediction with 1.9M reactions from USPTO patents (1976-2016). Task: Predict the product of the given reaction. (1) Given the reactants [OH:1][CH2:2][C:3]1[CH:4]=[C:5]([C:13]([O:15][CH3:16])=[O:14])[C:6](=[CH:11][CH:12]=1)[C:7]([O:9][CH3:10])=[O:8].[Si:17](Cl)([C:20]([CH3:23])([CH3:22])[CH3:21])([CH3:19])[CH3:18].N1C=CN=C1, predict the reaction product. The product is: [Si:17]([O:1][CH2:2][C:3]1[CH:4]=[C:5]([C:13]([O:15][CH3:16])=[O:14])[C:6](=[CH:11][CH:12]=1)[C:7]([O:9][CH3:10])=[O:8])([C:20]([CH3:23])([CH3:22])[CH3:21])([CH3:19])[CH3:18]. (2) Given the reactants [C:1]1([CH:9]=[C:7]([OH:8])[CH:6]=[C:4]([OH:5])[CH:3]=1)[OH:2].Cl, predict the reaction product. The product is: [CH3:6][C:4]1[C:9]2[C:1](=[CH:3][C:4]([OH:5])=[CH:6][C:7]=2[OH:8])[O:2][C:1](=[O:2])[CH:3]=1. (3) Given the reactants [CH3:1][O:2][C:3](=[O:29])[CH:4]=[C:5]1[C:28]2[C:23](=[CH:24][CH:25]=[CH:26][CH:27]=2)[C:7]2([CH2:12][CH2:11][N:10]([S:13]([C:16]3[CH:21]=[CH:20][C:19]([Cl:22])=[CH:18][CH:17]=3)(=[O:15])=[O:14])[CH2:9][CH2:8]2)[CH2:6]1, predict the reaction product. The product is: [CH3:1][O:2][C:3](=[O:29])[CH2:4][CH:5]1[C:28]2[C:23](=[CH:24][CH:25]=[CH:26][CH:27]=2)[C:7]2([CH2:8][CH2:9][N:10]([S:13]([C:16]3[CH:21]=[CH:20][C:19]([Cl:22])=[CH:18][CH:17]=3)(=[O:15])=[O:14])[CH2:11][CH2:12]2)[CH2:6]1. (4) Given the reactants Cl[CH2:2][CH2:3][CH2:4][N:5]1[C:14]2[C:9](=[CH:10][C:11]([N+:15]([O-:17])=[O:16])=[CH:12][CH:13]=2)[CH2:8][CH2:7][C:6]1=[O:18].[I-].[K+].C(=O)([O-])[O-].[K+].[K+].Cl.[CH3:28][NH:29][CH3:30], predict the reaction product. The product is: [CH3:28][N:29]([CH3:30])[CH2:2][CH2:3][CH2:4][N:5]1[C:14]2[C:9](=[CH:10][C:11]([N+:15]([O-:17])=[O:16])=[CH:12][CH:13]=2)[CH2:8][CH2:7][C:6]1=[O:18].